Dataset: Reaction yield outcomes from USPTO patents with 853,638 reactions. Task: Predict the reaction yield, written as a fraction of the theoretical maximum amount of product (1.0 means a 100% yield; for example, 0.34 means a 34% yield). (1) The reactants are [Br:1][CH2:2][CH2:3][CH2:4][N:5]1[C:13](=[O:14])[C:12]2[C:7](=[CH:8][CH:9]=[CH:10][CH:11]=2)[C:6]1=[O:15].[C:16]1([P:22]([C:29]2[CH:34]=[CH:33][CH:32]=[CH:31][CH:30]=2)[C:23]2[CH:28]=[CH:27][CH:26]=[CH:25][CH:24]=2)[CH:21]=[CH:20][CH:19]=[CH:18][CH:17]=1. The catalyst is C1(C)C=CC=CC=1. The product is [Br-:1].[O:15]=[C:6]1[C:7]2[C:12](=[CH:11][CH:10]=[CH:9][CH:8]=2)[C:13](=[O:14])[N:5]1[CH2:4][CH2:3][CH2:2][P+:22]([C:23]1[CH:24]=[CH:25][CH:26]=[CH:27][CH:28]=1)([C:29]1[CH:34]=[CH:33][CH:32]=[CH:31][CH:30]=1)[C:16]1[CH:17]=[CH:18][CH:19]=[CH:20][CH:21]=1. The yield is 0.132. (2) The product is [OH:17][CH2:16][CH2:15][N:1]1[CH:5]=[C:4]([CH:6]=[O:7])[CH:3]=[N:2]1. The catalyst is CC#N. The reactants are [NH:1]1[CH:5]=[C:4]([CH:6]=[O:7])[CH:3]=[N:2]1.C(=O)([O-])[O-].[K+].[K+].Br[CH2:15][CH2:16][OH:17]. The yield is 0.890.